Dataset: CYP2C9 inhibition data for predicting drug metabolism from PubChem BioAssay. Task: Regression/Classification. Given a drug SMILES string, predict its absorption, distribution, metabolism, or excretion properties. Task type varies by dataset: regression for continuous measurements (e.g., permeability, clearance, half-life) or binary classification for categorical outcomes (e.g., BBB penetration, CYP inhibition). Dataset: cyp2c9_veith. The result is 0 (non-inhibitor). The drug is C/C(CCC(=O)OC[C@@H]1O[C@H](C#Cc2ccccc2)C=C[C@@H]1Oc1ccc(C)cc1)=N/OC[C@@H](O)[C@H]1O[C@H]2OC(C)(C)O[C@H]2[C@@H]1O.